Predict the reactants needed to synthesize the given product. From a dataset of Full USPTO retrosynthesis dataset with 1.9M reactions from patents (1976-2016). Given the product [Br:1][C:16]1[C:11]([NH:10][CH3:9])=[N:12][CH:13]=[C:14]([S:17][C:18]([F:19])([F:21])[F:20])[CH:15]=1, predict the reactants needed to synthesize it. The reactants are: [Br:1]N1C(=O)CCC1=O.[CH3:9][NH:10][C:11]1[CH:16]=[CH:15][C:14]([S:17][C:18]([F:21])([F:20])[F:19])=[CH:13][N:12]=1.C(Cl)(Cl)Cl.